Dataset: hERG channel blocking data for cardiac toxicity assessment. Task: Regression/Classification. Given a drug SMILES string, predict its toxicity properties. Task type varies by dataset: regression for continuous values (e.g., LD50, hERG inhibition percentage) or binary classification for toxic/non-toxic outcomes (e.g., AMES mutagenicity, cardiotoxicity, hepatotoxicity). Dataset: herg. (1) The drug is CC[NH+](CC)CCCN(CC(=O)N(C1CCCCC1)C1CCCCC1)C(=O)c1ccc([N+](=O)[O-])cc1. The result is 1 (blocker). (2) The drug is CC1=C2[C@@H]3OC(=O)[C@@H](C)[C@@H]3[C@H](O)C[C@]2(C)C=CC1=O. The result is 0 (non-blocker). (3) The drug is N#Cc1ccc(Cn2cncc2C[NH2+][C@@H]2CCN(Cc3cccc(Cl)c3)C2=O)cc1. The result is 1 (blocker). (4) The compound is CCCC[C@](C)(O)C/C=C/[C@H]1[C@H](O)CC(=O)[C@@H]1CCCCCCC(=O)OC. The result is 0 (non-blocker). (5) The compound is C[NH+](C)CC[C@H](c1ccc(Cl)cc1)c1ccccn1. The result is 1 (blocker). (6) The molecule is O=C(O)CN(CCN(CC(=O)O)CC(=O)O)CC(=O)O.[Mn+2]. The result is 0 (non-blocker). (7) The molecule is CCCN(CCC)CCc1cccc2c1CC(=O)N2.Cl. The result is 1 (blocker). (8) The molecule is O=C1CN(/N=C/c2ccc(-c3ccc([N+](=O)[O-])cc3)o2)C(=O)N1. The result is 0 (non-blocker). (9) The compound is CCOC(=O)C1=C(C)NC(C)=C(C(=O)OC)[C@H]1c1cccc([N+](=O)[O-])c1. The result is 0 (non-blocker). (10) The compound is O=c1n(CCCN2CCN(c3cccc(Cl)c3)CC2)nc2ccccn12. The result is 1 (blocker).